Predict the reaction yield, written as a fraction of the theoretical maximum amount of product (1.0 means a 100% yield; for example, 0.34 means a 34% yield). From a dataset of Reaction yield outcomes from USPTO patents with 853,638 reactions. (1) The reactants are [CH3:1][CH2:2][CH2:3][CH2:4][CH2:5][CH:6]1[CH:8]([CH2:9][CH:10]2[CH:12]([CH2:13][CH2:14][CH2:15][CH2:16][CH2:17][CH2:18][CH2:19][C:20]([OH:22])=[O:21])[CH2:11]2)[CH2:7]1.[CH2:23]([O:30][CH2:31][C@H:32]([OH:35])[CH2:33]O)[C:24]1[CH:29]=[CH:28][CH:27]=[CH:26][CH:25]=1.Cl.CN(C)[CH2:39][CH2:40][CH2:41]N=C=NCC.Cl. The catalyst is C1(C)C=CC=CC=1. The product is [CH2:23]([O:30][CH2:31][C@H:32]([O:35][C:20](=[O:21])[CH2:19][CH2:18][CH2:17][CH2:16][CH2:15][CH2:14][CH2:13][CH:12]1[CH2:11][CH:10]1[CH2:9][CH:8]1[CH2:7][CH:6]1[CH2:5][CH2:4][CH2:41][CH2:40][CH3:39])[CH2:33][O:21][C:20](=[O:22])[CH2:19][CH2:18][CH2:17][CH2:16][CH2:15][CH2:14][CH2:13][CH:12]1[CH2:11][CH:10]1[CH2:9][CH:8]1[CH2:7][CH:6]1[CH2:5][CH2:4][CH2:3][CH2:2][CH3:1])[C:24]1[CH:25]=[CH:26][CH:27]=[CH:28][CH:29]=1. The yield is 0.990. (2) The reactants are Br[C:2]1[CH:7]=[CH:6][N:5]=[C:4]([C:8]#[N:9])[N:3]=1.C([O-])([O-])=O.[Cs+].[Cs+].[Si]([SH:26])(C(C)C)(C(C)C)C(C)C.[Cl:27][C:28]1[N:33]=[C:32](Cl)[C:31]([CH3:35])=[CH:30][N:29]=1.[F-].C([N+](CCCC)(CCCC)CCCC)CCC. No catalyst specified. The product is [Cl:27][C:28]1[N:33]=[C:32]([S:26][C:7]2[CH:2]=[N:3][C:4]([C:8]#[N:9])=[N:5][CH:6]=2)[C:31]([CH3:35])=[CH:30][N:29]=1. The yield is 0.820. (3) The reactants are [Cl:1][C:2]1[CH:3]=[C:4]([S:20](Cl)(=[O:22])=[O:21])[CH:5]=[C:6]([Cl:19])[C:7]=1[O:8][C:9]1[CH:14]=[CH:13][C:12]([N+:15]([O-:17])=[O:16])=[CH:11][C:10]=1[Cl:18].CCN(C(C)C)C(C)C.[CH:33]([O:36][C:37]1[CH:43]=[CH:42][C:40]([NH2:41])=[CH:39][CH:38]=1)([CH3:35])[CH3:34]. The catalyst is ClCCl. The product is [Cl:1][C:2]1[CH:3]=[C:4]([S:20]([NH:41][C:40]2[CH:39]=[CH:38][C:37]([O:36][CH:33]([CH3:35])[CH3:34])=[CH:43][CH:42]=2)(=[O:22])=[O:21])[CH:5]=[C:6]([Cl:19])[C:7]=1[O:8][C:9]1[CH:14]=[CH:13][C:12]([N+:15]([O-:17])=[O:16])=[CH:11][C:10]=1[Cl:18]. The yield is 0.630.